This data is from Forward reaction prediction with 1.9M reactions from USPTO patents (1976-2016). The task is: Predict the product of the given reaction. (1) Given the reactants [CH2:1]([O:3][C:4]([C:6]1[N:7]=[C:8]([SH:11])[NH:9][CH:10]=1)=[O:5])[CH3:2].C(=O)([O-])[O-].[K+].[K+].[C:18]([C:20]1[CH:29]=[CH:28][C:23]([C:24](=[O:27])[CH2:25]Br)=[CH:22][CH:21]=1)#[N:19], predict the reaction product. The product is: [C:18]([C:20]1[CH:29]=[CH:28][C:23]([C:24](=[O:27])[CH2:25][S:11][C:8]2[NH:7][C:6]([C:4]([O:3][CH2:1][CH3:2])=[O:5])=[CH:10][N:9]=2)=[CH:22][CH:21]=1)#[N:19]. (2) The product is: [CH2:11]([O:18][C:19]1[CH:24]=[C:23]([CH3:25])[C:22]([C:7]2[CH:6]=[CH:5][CH:4]=[C:3]([CH2:9][OH:10])[C:2]=2[CH3:1])=[C:21]([CH3:29])[CH:20]=1)[C:12]1[CH:17]=[CH:16][CH:15]=[CH:14][CH:13]=1. Given the reactants [CH3:1][C:2]1[C:7](Br)=[CH:6][CH:5]=[CH:4][C:3]=1[CH2:9][OH:10].[CH2:11]([O:18][C:19]1[CH:24]=[C:23]([CH3:25])[C:22](B(O)O)=[C:21]([CH3:29])[CH:20]=1)[C:12]1[CH:17]=[CH:16][CH:15]=[CH:14][CH:13]=1.C(=O)([O-])[O-].[Na+].[Na+].C1(P(C2CCCCC2)C2C=CC=CC=2C2C(OC)=CC=CC=2OC)CCCCC1, predict the reaction product. (3) Given the reactants [Cl:1][C:2]1[C:7]([Cl:8])=[CH:6][C:5]([C:9]2[N:14]=[CH:13][N:12]=[C:11]([OH:15])[CH:10]=2)=[C:4]([N:16]2[CH:20]=[C:19]([C:21]([F:24])([F:23])[F:22])[N:18]=[N:17]2)[CH:3]=1.N[C@@H:26]1[C:42]2[CH:43]=[C:38]([CH:39]=[CH:40][N:41]=2)[C:37]2[N:36]([CH:44]([F:46])[F:45])[N:35]=[CH:34][C:33]=2[NH:32][C:31](=[O:47])[C@H:30]([CH3:48])[CH2:29][CH2:28][CH2:27]1.CN(C(ON1N=NC2C=CC=NC1=2)=[N+](C)C)C.F[P-](F)(F)(F)(F)F.C1CCN2C(=NCCC2)CC1, predict the reaction product. The product is: [Cl:1][C:2]1[C:7]([Cl:8])=[CH:6][C:5]([C:9]2[N:14]=[CH:13][N:12]([C@@H:26]3[C:42]4[CH:43]=[C:38]([CH:39]=[CH:40][N:41]=4)[C:37]4[N:36]([CH:44]([F:45])[F:46])[N:35]=[CH:34][C:33]=4[NH:32][C:31](=[O:47])[C@H:30]([CH3:48])[CH2:29][CH2:28][CH2:27]3)[C:11](=[O:15])[CH:10]=2)=[C:4]([N:16]2[CH:20]=[C:19]([C:21]([F:23])([F:24])[F:22])[N:18]=[N:17]2)[CH:3]=1.